Dataset: SARS-CoV-2 main protease (3CLPro) crystallographic fragment screen with 879 compounds. Task: Binary Classification. Given a drug SMILES string, predict its activity (active/inactive) in a high-throughput screening assay against a specified biological target. (1) The compound is CNS(=O)(=O)c1cccc(C)c1F. The result is 0 (inactive). (2) The drug is CNc1nccc(OC)n1. The result is 0 (inactive). (3) The drug is O=C(CSc1ccccc1)NC1CCCCC1. The result is 0 (inactive).